From a dataset of Peptide-MHC class I binding affinity with 185,985 pairs from IEDB/IMGT. Regression. Given a peptide amino acid sequence and an MHC pseudo amino acid sequence, predict their binding affinity value. This is MHC class I binding data. (1) The peptide sequence is ILMWEAVTL. The MHC is HLA-A26:01 with pseudo-sequence HLA-A26:01. The binding affinity (normalized) is 0. (2) The peptide sequence is NIMEFCKAY. The MHC is HLA-A03:01 with pseudo-sequence HLA-A03:01. The binding affinity (normalized) is 0.0847. (3) The peptide sequence is KTISMLIEV. The MHC is HLA-A30:01 with pseudo-sequence HLA-A30:01. The binding affinity (normalized) is 0.412. (4) The peptide sequence is KYAEAFQMV. The MHC is HLA-B53:01 with pseudo-sequence HLA-B53:01. The binding affinity (normalized) is 0.213. (5) The peptide sequence is CECYDAGCA. The MHC is Mamu-A11 with pseudo-sequence Mamu-A11. The binding affinity (normalized) is 0.